Dataset: Peptide-MHC class I binding affinity with 185,985 pairs from IEDB/IMGT. Task: Regression. Given a peptide amino acid sequence and an MHC pseudo amino acid sequence, predict their binding affinity value. This is MHC class I binding data. (1) The peptide sequence is DEAQEDEEHYL. The MHC is Mamu-A11 with pseudo-sequence Mamu-A11. The binding affinity (normalized) is 0. (2) The binding affinity (normalized) is 0.101. The peptide sequence is TQIGCTLNF. The MHC is HLA-B51:01 with pseudo-sequence HLA-B51:01. (3) The peptide sequence is KSRQGDTKV. The MHC is HLA-B57:01 with pseudo-sequence HLA-B57:01. The binding affinity (normalized) is 0.0847. (4) The peptide sequence is RPRGHREFC. The binding affinity (normalized) is 0.0847. The MHC is HLA-A01:01 with pseudo-sequence HLA-A01:01.